From a dataset of Forward reaction prediction with 1.9M reactions from USPTO patents (1976-2016). Predict the product of the given reaction. (1) Given the reactants Cl[C:2]1[N:3]=[C:4]([N:23]2[CH2:28][CH2:27][O:26][CH2:25][CH2:24]2)[C:5]2[N:11]=[C:10]([CH2:12][N:13]3[CH2:18][CH2:17][CH:16]([C:19]([OH:22])([CH3:21])[CH3:20])[CH2:15][CH2:14]3)[CH:9]=[CH:8][C:6]=2[N:7]=1.[NH:29]1[C:33]2[CH:34]=[CH:35][CH:36]=[CH:37][C:32]=2[N:31]=[C:30]1[CH2:38][C:39]#[N:40], predict the reaction product. The product is: [OH:22][C:19]([CH:16]1[CH2:17][CH2:18][N:13]([CH2:12][C:10]2[CH:9]=[CH:8][C:6]3[N:7]=[C:2]([N:29]4[C:33]5[CH:34]=[CH:35][CH:36]=[CH:37][C:32]=5[N:31]=[C:30]4[CH2:38][C:39]#[N:40])[N:3]=[C:4]([N:23]4[CH2:28][CH2:27][O:26][CH2:25][CH2:24]4)[C:5]=3[N:11]=2)[CH2:14][CH2:15]1)([CH3:21])[CH3:20]. (2) Given the reactants [Br:1][C:2]1[CH:3]=[C:4]2[C:9](=[CH:10][CH:11]=1)[N:8]=[C:7]([C:12]1[CH:17]=[CH:16][C:15]([C:18]([F:21])([F:20])[F:19])=[CH:14][CH:13]=1)[C:6]([CH3:22])=[C:5]2[C:23]([OH:25])=[O:24].[CH3:26]S(C)=O.CI.C(=O)([O-])[O-].[Cs+].[Cs+], predict the reaction product. The product is: [Br:1][C:2]1[CH:3]=[C:4]2[C:9](=[CH:10][CH:11]=1)[N:8]=[C:7]([C:12]1[CH:13]=[CH:14][C:15]([C:18]([F:21])([F:19])[F:20])=[CH:16][CH:17]=1)[C:6]([CH3:22])=[C:5]2[C:23]([O:25][CH3:26])=[O:24]. (3) Given the reactants [Cl:1][C:2]1[C:3]([F:45])=[C:4]([C@@H:8]2[C@:12]([C:15]3[CH:20]=[CH:19][C:18]([Cl:21])=[CH:17][C:16]=3[F:22])([C:13]#[N:14])[C@H:11]([CH2:23][C:24]([CH3:27])([CH3:26])[CH3:25])[NH:10][C@H:9]2[C:28]([NH:30][C:31]2[CH:39]=[CH:38][C:34]([C:35]([OH:37])=[O:36])=[CH:33][C:32]=2[O:40][C:41](F)(F)F)=[O:29])[CH:5]=[CH:6][CH:7]=1.[CH3:46][C:47]([OH:49])=[O:48].C(O[BH-](O[C:60](=O)[CH3:61])OC(=O)C)(=O)C.[Na+].[Li+].[OH-].[CH2:66]1[CH2:70]OC[CH2:67]1, predict the reaction product. The product is: [Cl:1][C:2]1[C:3]([F:45])=[C:4]([C@H:8]2[C@H:9]3[N:10]([C@H:67]([C@H:66]4[CH2:70][C@@H:46]4[C:47]([O:49][CH2:60][CH3:61])=[O:48])[N:30]([C:31]4[CH:39]=[CH:38][C:34]([C:35]([OH:37])=[O:36])=[CH:33][C:32]=4[O:40][CH3:41])[C:28]3=[O:29])[C@@H:11]([CH2:23][C:24]([CH3:27])([CH3:25])[CH3:26])[C@@:12]2([C:15]2[CH:20]=[CH:19][C:18]([Cl:21])=[CH:17][C:16]=2[F:22])[C:13]#[N:14])[CH:5]=[CH:6][CH:7]=1. (4) Given the reactants CO[C:3]([C:5]1[CH2:10][CH:9]([CH2:11][CH2:12][O:13][CH2:14][C:15]2[CH:20]=[CH:19][CH:18]=[CH:17][CH:16]=2)[CH2:8][CH2:7][CH:6]=1)=O.CC(C[AlH]CC(C)C)C.N1C=CC=CC=1.S(=O)(=O)=O, predict the reaction product. The product is: [CH3:3][C:5]1[CH2:10][CH:9]([CH2:11][CH2:12][O:13][CH2:14][C:15]2[CH:16]=[CH:17][CH:18]=[CH:19][CH:20]=2)[CH2:8][CH2:7][CH:6]=1. (5) Given the reactants [O:1]=[C:2]1[N:6]([CH:7]2[CH2:12][CH2:11][NH:10][CH2:9][CH2:8]2)[C:5]2[CH:13]=[CH:14][CH:15]=[CH:16][C:4]=2[NH:3]1.N1C=CC=CC=1.[CH2:23]([C:27]1[CH:35]=[CH:34][C:30]([C:31](Cl)=[O:32])=[CH:29][CH:28]=1)[CH2:24][CH2:25][CH3:26], predict the reaction product. The product is: [CH2:23]([C:27]1[CH:28]=[CH:29][C:30]([C:31]([N:10]2[CH2:9][CH2:8][CH:7]([N:6]3[C:5]4[CH:13]=[CH:14][CH:15]=[CH:16][C:4]=4[NH:3][C:2]3=[O:1])[CH2:12][CH2:11]2)=[O:32])=[CH:34][CH:35]=1)[CH2:24][CH2:25][CH3:26]. (6) Given the reactants Br[C:2]1[C:7]([C:8]([F:11])([F:10])[F:9])=[CH:6][C:5]([NH:12][C:13]2[N:17]=[C:16]([NH2:18])[NH:15][N:14]=2)=[CH:4][C:3]=1[Cl:19].[F:20][C:21]1[CH:22]=[C:23](B(O)O)[CH:24]=[CH:25][C:26]=1[C:27](=[O:32])[NH:28][CH2:29][CH2:30][OH:31].C(=O)([O-])[O-].[Na+].[Na+].O, predict the reaction product. The product is: [NH2:18][C:16]1[NH:15][N:14]=[C:13]([NH:12][C:5]2[CH:6]=[C:7]([C:8]([F:11])([F:10])[F:9])[C:2]([C:23]3[CH:24]=[CH:25][C:26]([C:27]([NH:28][CH2:29][CH2:30][OH:31])=[O:32])=[C:21]([F:20])[CH:22]=3)=[C:3]([Cl:19])[CH:4]=2)[N:17]=1. (7) Given the reactants [CH3:1][C:2]1[NH:3][C:4]2[C:9]([CH:10]=1)=[CH:8][C:7]([NH2:11])=[CH:6][CH:5]=2.Cl[C:13]1[CH:18]=[CH:17][N:16]=[C:15]2[CH:19]=[C:20]([C:22]([N:24]3[CH2:29][CH2:28][O:27][CH2:26][CH2:25]3)=[O:23])[S:21][C:14]=12, predict the reaction product. The product is: [CH3:1][C:2]1[NH:3][C:4]2[C:9]([CH:10]=1)=[CH:8][C:7]([NH:11][C:13]1[CH:18]=[CH:17][N:16]=[C:15]3[CH:19]=[C:20]([C:22]([N:24]4[CH2:29][CH2:28][O:27][CH2:26][CH2:25]4)=[O:23])[S:21][C:14]=13)=[CH:6][CH:5]=2. (8) Given the reactants NC1[CH:7]=[CH:6][C:5]([NH:8][C:9]2[S:10][CH:11]=[C:12]([C:14]3[S:18][C:17]([NH:19][C:20]([NH2:22])=[NH:21])=[N:16][C:15]=3[CH3:23])[N:13]=2)=[CH:4][CH:3]=1.[N:24]1C=CC(NC(N)=S)=CC=1, predict the reaction product. The product is: [CH3:23][C:15]1[N:16]=[C:17]([NH:19][C:20]([NH2:22])=[NH:21])[S:18][C:14]=1[C:12]1[N:13]=[C:9]([NH:8][C:5]2[CH:6]=[CH:7][N:24]=[CH:3][CH:4]=2)[S:10][CH:11]=1. (9) Given the reactants [NH2:1][C:2]1[CH:11]=[C:10](Cl)[C:9]2[C:4](=[CH:5][CH:6]=[CH:7][CH:8]=2)[N:3]=1.[CH3:13][NH:14][CH3:15], predict the reaction product. The product is: [CH3:13][N:14]([CH3:15])[C:10]1[C:9]2[C:4](=[CH:5][CH:6]=[CH:7][CH:8]=2)[N:3]=[C:2]([NH2:1])[CH:11]=1. (10) Given the reactants [NH2:1][C:2]1[C:3]2[C:13]([O:14][CH2:15][CH:16]3[CH2:20][CH2:19][CH2:18][CH2:17]3)=[CH:12][C:11]([CH2:21][CH2:22][NH2:23])=[CH:10][C:4]=2[S:5][C:6]=1[C:7]([NH2:9])=[O:8].C(N(CC)CC)C.[CH3:31][O:32][C:33](Cl)=[O:34], predict the reaction product. The product is: [CH3:31][O:32][C:33](=[O:34])[NH:23][CH2:22][CH2:21][C:11]1[CH:12]=[C:13]([O:14][CH2:15][CH:16]2[CH2:17][CH2:18][CH2:19][CH2:20]2)[C:3]2[C:2]([NH2:1])=[C:6]([C:7](=[O:8])[NH2:9])[S:5][C:4]=2[CH:10]=1.